Dataset: Reaction yield outcomes from USPTO patents with 853,638 reactions. Task: Predict the reaction yield, written as a fraction of the theoretical maximum amount of product (1.0 means a 100% yield; for example, 0.34 means a 34% yield). (1) The reactants are [Mg].[CH:2]1(Br)[CH2:8][CH2:7][CH2:6][CH2:5][CH2:4][CH2:3]1.[Cl-].[Li+].[Cu]C#N.C1([Mg]Br)CCCCCC1.[C:24]([O:28][CH3:29])(=[O:27])[C:25]#[CH:26].[I:30]I. The catalyst is O1CCCC1.BrCCBr. The product is [CH3:29][O:28][C:24](=[O:27])/[C:25](/[I:30])=[CH:26]\[CH:2]1[CH2:8][CH2:7][CH2:6][CH2:5][CH2:4][CH2:3]1. The yield is 0.640. (2) The reactants are OC(C(F)(F)F)=O.[F:8][C:9]([F:25])([F:24])[C:10]1[CH:15]=[CH:14][CH:13]=[CH:12][C:11]=1[C:16]1[CH2:17][C@@H:18]2[CH2:22][NH:21][CH2:20][C@@H:19]2[CH:23]=1.[N:26]([C:29]1[CH:38]=[CH:37][CH:36]=[CH:35][C:30]=1[C:31]([O:33][CH3:34])=[O:32])=[C:27]=[O:28].CCN(CC)CC. The catalyst is C([O-])(O)=O.[Na+]. The product is [F:25][C:9]([F:8])([F:24])[C:10]1[CH:15]=[CH:14][CH:13]=[CH:12][C:11]=1[C:16]1[CH2:17][C@@H:18]2[CH2:22][N:21]([C:27]([NH:26][C:29]3[CH:38]=[CH:37][CH:36]=[CH:35][C:30]=3[C:31]([O:33][CH3:34])=[O:32])=[O:28])[CH2:20][C@@H:19]2[CH:23]=1. The yield is 0.620. (3) The reactants are [Cl:1][C:2]1[CH:9]=[CH:8][C:5]([C:6]#[N:7])=[C:4]([O:10][C:11]2[CH:16]=[CH:15][CH:14]=[C:13]([CH:17]=O)[C:12]=2[O:19][CH3:20])[CH:3]=1.CN.[C:23]([BH3-])#[N:24].[Na+].[C:27]([OH:34])(=[O:33])/[CH:28]=[CH:29]/[C:30]([OH:32])=[O:31]. The product is [C:27]([OH:34])(=[O:33])/[CH:28]=[CH:29]/[C:30]([OH:32])=[O:31].[Cl:1][C:2]1[CH:9]=[CH:8][C:5]([C:6]#[N:7])=[C:4]([O:10][C:11]2[CH:16]=[CH:15][CH:14]=[C:13]([CH2:17][NH:24][CH3:23])[C:12]=2[O:19][CH3:20])[CH:3]=1. The yield is 0.770. The catalyst is C(OCC)(=O)C.C(O)(=O)C.CO. (4) The reactants are [NH2:1][C:2]1[CH:7]=[N:6][CH:5]=[CH:4][N:3]=1.CO[CH:10](OC)[CH2:11]Br.Br. The catalyst is C(O)C. The product is [N:1]1[CH:10]=[CH:11][N:3]2[CH:4]=[CH:5][N:6]=[CH:7][C:2]=12. The yield is 0.720. (5) The reactants are Br[C:2]1[CH:3]=[CH:4][C:5]([Cl:14])=[C:6]([CH:13]=1)[C:7]([NH:9][CH:10]1[CH2:12][CH2:11]1)=[O:8].[CH3:15][O:16][CH2:17]/[CH:18]=[CH:19]/B1OC(C)(C)C(C)(C)O1.C([O-])([O-])=O.[Na+].[Na+].Cl. The catalyst is CN(C=O)C.C(O)CC. The product is [Cl:14][C:5]1[CH:4]=[CH:3][C:2]([CH:19]=[CH:18][CH2:17][O:16][CH3:15])=[CH:13][C:6]=1[C:7]([NH:9][CH:10]1[CH2:12][CH2:11]1)=[O:8]. The yield is 0.680.